Dataset: Peptide-MHC class II binding affinity with 134,281 pairs from IEDB. Task: Regression. Given a peptide amino acid sequence and an MHC pseudo amino acid sequence, predict their binding affinity value. This is MHC class II binding data. The peptide sequence is AARLFKAFILDGDKL. The MHC is DRB1_0301 with pseudo-sequence DRB1_0301. The binding affinity (normalized) is 0.355.